From a dataset of Full USPTO retrosynthesis dataset with 1.9M reactions from patents (1976-2016). Predict the reactants needed to synthesize the given product. (1) Given the product [Cl:38][C:35]1[N:34]=[CH:33][N:32]=[C:31]([N:17]2[CH2:16][C:15]3[CH:21]=[C:11]([C:9]4[CH:10]=[C:5]5[NH:4][C:3]([CH3:2])=[N:22][C:6]5=[N:7][CH:8]=4)[CH:12]=[CH:13][C:14]=3[O:20][CH2:19][CH2:18]2)[C:36]=1[CH3:37], predict the reactants needed to synthesize it. The reactants are: Cl.[CH3:2][C:3]1[N:4](C(OC(C)CC)=O)[C:5]2[C:6]([N:22]=1)=[N:7][CH:8]=[C:9]([C:11]1[CH:12]=[CH:13][C:14]3[O:20][CH2:19][CH2:18][NH:17][CH2:16][C:15]=3[CH:21]=1)[CH:10]=2.Cl[C:31]1[C:36]([CH3:37])=[C:35]([Cl:38])[N:34]=[CH:33][N:32]=1.C(N(C(C)C)CC)(C)C. (2) Given the product [O:21]1[C:17]2[CH:16]=[CH:15][C:14]([C:11]3([C:9]([NH:8][C:6]4[N:7]=[C:2]([C:32]5[C:27]([O:26][CH3:25])=[N:28][CH:29]=[CH:30][CH:31]=5)[C:3]([CH3:24])=[C:4]([CH3:23])[CH:5]=4)=[O:10])[CH2:13][CH2:12]3)=[CH:22][C:18]=2[CH2:19][CH2:20]1, predict the reactants needed to synthesize it. The reactants are: Cl[C:2]1[N:7]=[C:6]([NH:8][C:9]([C:11]2([C:14]3[CH:15]=[CH:16][C:17]4[O:21][CH2:20][CH2:19][C:18]=4[CH:22]=3)[CH2:13][CH2:12]2)=[O:10])[CH:5]=[C:4]([CH3:23])[C:3]=1[CH3:24].[CH3:25][O:26][C:27]1[C:32](B(O)O)=[CH:31][CH:30]=[CH:29][N:28]=1.C([O-])([O-])=O.[Na+].[Na+]. (3) Given the product [CH3:1][O:2][C:3]([C:5]1[S:6][C:7]([C:10](=[O:23])[NH:11][CH:12]([C:14]2[CH:15]=[CH:16][C:17]([NH2:20])=[CH:18][CH:19]=2)[CH3:13])=[CH:8][CH:9]=1)=[O:4], predict the reactants needed to synthesize it. The reactants are: [CH3:1][O:2][C:3]([C:5]1[S:6][C:7]([C:10](=[O:23])[NH:11][CH:12]([C:14]2[CH:19]=[CH:18][C:17]([N+:20]([O-])=O)=[CH:16][CH:15]=2)[CH3:13])=[CH:8][CH:9]=1)=[O:4].CO. (4) Given the product [CH:33]1([CH2:36][O:8][C@H:9]2[CH2:14][CH2:13][C@H:12]([N:15]3[C:16](=[O:25])[C:17]4[C:22](=[CH:21][CH:20]=[CH:19][CH:18]=4)[C:23]3=[O:24])[CH2:11][CH2:10]2)[CH2:35][CH2:34]1, predict the reactants needed to synthesize it. The reactants are: [Si]([O:8][C@H:9]1[CH2:14][CH2:13][C@H:12]([N:15]2[C:23](=[O:24])[C:22]3[C:17](=[CH:18][CH:19]=[CH:20][CH:21]=3)[C:16]2=[O:25])[CH2:11][CH2:10]1)(C(C)(C)C)(C)C.C([SiH](CC)CC)C.[CH:33]1([CH:36]=O)[CH2:35][CH2:34]1. (5) Given the product [CH2:1]([NH:7][C@H:8]([C:13]([OH:15])=[O:14])[C:9]([CH3:10])([CH3:11])[CH3:12])[CH2:2][CH2:3][CH2:4][CH:5]=[CH2:6], predict the reactants needed to synthesize it. The reactants are: [CH2:1]([NH:7][C@H:8]([C:13]([O:15]C)=[O:14])[C:9]([CH3:12])([CH3:11])[CH3:10])[CH2:2][CH2:3][CH2:4][CH:5]=[CH2:6].[Li+].[OH-]. (6) Given the product [C:19]1([CH3:24])[CH:20]=[CH:15][C:16]([N:21]2[C:1]([NH2:2])=[CH:3][C:4]([C:6]3[CH:11]=[CH:10][C:9]([N+:12]([O-:14])=[O:13])=[CH:8][CH:7]=3)=[N:22]2)=[CH:17][CH:18]=1, predict the reactants needed to synthesize it. The reactants are: [C:1]([CH2:3][C:4]([C:6]1[CH:11]=[CH:10][C:9]([N+:12]([O-:14])=[O:13])=[CH:8][CH:7]=1)=O)#[N:2].[C:15]1(C)[CH:20]=[CH:19][CH:18]=[CH:17][C:16]=1[NH:21][NH2:22].[CH2:24](N(CC)CC)C.CCOC(C)=O.